Dataset: Forward reaction prediction with 1.9M reactions from USPTO patents (1976-2016). Task: Predict the product of the given reaction. (1) Given the reactants [CH3:1][O:2][C:3]1[CH:12]=[C:11]2[C:6]([C:7]([NH2:13])=[CH:8][CH:9]=[N:10]2)=[CH:5][CH:4]=1.[O:14]=[C:15]1[CH:20]=[CH:19][C:18]([C:21]2[S:22][CH:23]=[CH:24][CH:25]=2)=[CH:17][N:16]1[CH2:26][C:27](O)=[O:28].C(N(CC)CC)C.CN(C(ON1N=NC2C=CC=NC1=2)=[N+](C)C)C.F[P-](F)(F)(F)(F)F.C([O-])(O)=O.[Na+], predict the reaction product. The product is: [CH3:1][O:2][C:3]1[CH:12]=[C:11]2[C:6]([C:7]([NH:13][C:27](=[O:28])[CH2:26][N:16]3[CH:17]=[C:18]([C:21]4[S:22][CH:23]=[CH:24][CH:25]=4)[CH:19]=[CH:20][C:15]3=[O:14])=[CH:8][CH:9]=[N:10]2)=[CH:5][CH:4]=1. (2) Given the reactants Cl[C:2]1[N:7]=[CH:6][N:5]=[C:4]([N:8]2[CH2:14][C:13]3[CH:15]=[C:16]([C:19]4[CH:20]=[C:21]5[NH:27][C:26]([CH3:28])=[N:25][C:22]5=[N:23][CH:24]=4)[CH:17]=[CH:18][C:12]=3[O:11][CH2:10][CH2:9]2)[C:3]=1[CH3:29].[CH2:30]([NH2:32])[CH3:31], predict the reaction product. The product is: [CH2:30]([NH:32][C:2]1[C:3]([CH3:29])=[C:4]([N:8]2[CH2:14][C:13]3[CH:15]=[C:16]([C:19]4[CH:20]=[C:21]5[NH:27][C:26]([CH3:28])=[N:25][C:22]5=[N:23][CH:24]=4)[CH:17]=[CH:18][C:12]=3[O:11][CH2:10][CH2:9]2)[N:5]=[CH:6][N:7]=1)[CH3:31]. (3) Given the reactants Cl[C:2]1[CH:3]=[C:4]([O:9][CH3:10])[CH:5]=[C:6]([Cl:8])[CH:7]=1.[Mg].C(Br)C.CN([CH:18]=[O:19])C, predict the reaction product. The product is: [CH3:10][O:9][C:4]1[CH:3]=[C:2]([CH:7]=[C:6]([Cl:8])[CH:5]=1)[CH:18]=[O:19]. (4) Given the reactants [N:1]1[CH:6]=[CH:5][C:4]([C:7]2[CH:12]=[CH:11][C:10]([NH2:13])=[CH:9][CH:8]=2)=[CH:3][CH:2]=1.C([N:22]=[C:23]=[S:24])(=O)C1C=CC=CC=1.C(=O)([O-])[O-].[K+].[K+], predict the reaction product. The product is: [N:1]1[CH:6]=[CH:5][C:4]([C:7]2[CH:12]=[CH:11][C:10]([NH:13][C:23]([NH2:22])=[S:24])=[CH:9][CH:8]=2)=[CH:3][CH:2]=1.